From a dataset of Forward reaction prediction with 1.9M reactions from USPTO patents (1976-2016). Predict the product of the given reaction. Given the reactants [C:1]1([SH:7])[CH:6]=[CH:5][CH:4]=[CH:3][CH:2]=1.C([Li])CCC.[CH3:13][C:14]1([CH3:41])[N:18]([C:19]([O:21][C:22]([CH3:25])([CH3:24])[CH3:23])=[O:20])[C@@H:17]([CH2:26][C:27]2[CH:32]=[CH:31][C:30](OS(C(F)(F)F)(=O)=O)=[CH:29][CH:28]=2)[CH2:16][O:15]1.[Cl-].[Li+], predict the reaction product. The product is: [CH3:13][C:14]1([CH3:41])[N:18]([C:19]([O:21][C:22]([CH3:23])([CH3:25])[CH3:24])=[O:20])[C@@H:17]([CH2:26][C:27]2[CH:32]=[CH:31][C:30]([S:7][C:1]3[CH:6]=[CH:5][CH:4]=[CH:3][CH:2]=3)=[CH:29][CH:28]=2)[CH2:16][O:15]1.